This data is from NCI-60 drug combinations with 297,098 pairs across 59 cell lines. The task is: Regression. Given two drug SMILES strings and cell line genomic features, predict the synergy score measuring deviation from expected non-interaction effect. (1) Drug 1: CNC(=O)C1=CC=CC=C1SC2=CC3=C(C=C2)C(=NN3)C=CC4=CC=CC=N4. Drug 2: C1=CC=C(C(=C1)C(C2=CC=C(C=C2)Cl)C(Cl)Cl)Cl. Cell line: UO-31. Synergy scores: CSS=2.24, Synergy_ZIP=0.353, Synergy_Bliss=3.73, Synergy_Loewe=4.00, Synergy_HSA=3.55. (2) Drug 1: C1=NC2=C(N=C(N=C2N1C3C(C(C(O3)CO)O)F)Cl)N. Drug 2: CCC1=C2CN3C(=CC4=C(C3=O)COC(=O)C4(CC)O)C2=NC5=C1C=C(C=C5)O. Cell line: SF-268. Synergy scores: CSS=35.6, Synergy_ZIP=-7.37, Synergy_Bliss=-2.67, Synergy_Loewe=-39.4, Synergy_HSA=-3.69. (3) Synergy scores: CSS=3.19, Synergy_ZIP=-3.08, Synergy_Bliss=-1.37, Synergy_Loewe=-2.25, Synergy_HSA=-1.81. Drug 2: C1=NC2=C(N=C(N=C2N1C3C(C(C(O3)CO)O)O)F)N. Cell line: A549. Drug 1: C1CC(=O)NC(=O)C1N2CC3=C(C2=O)C=CC=C3N. (4) Drug 1: CC1=CC=C(C=C1)C2=CC(=NN2C3=CC=C(C=C3)S(=O)(=O)N)C(F)(F)F. Drug 2: COC1=NC(=NC2=C1N=CN2C3C(C(C(O3)CO)O)O)N. Cell line: MDA-MB-435. Synergy scores: CSS=5.15, Synergy_ZIP=-1.74, Synergy_Bliss=-1.70, Synergy_Loewe=0.846, Synergy_HSA=-0.926. (5) Drug 1: CC1C(C(=O)NC(C(=O)N2CCCC2C(=O)N(CC(=O)N(C(C(=O)O1)C(C)C)C)C)C(C)C)NC(=O)C3=C4C(=C(C=C3)C)OC5=C(C(=O)C(=C(C5=N4)C(=O)NC6C(OC(=O)C(N(C(=O)CN(C(=O)C7CCCN7C(=O)C(NC6=O)C(C)C)C)C)C(C)C)C)N)C. Drug 2: C1=NC(=NC(=O)N1C2C(C(C(O2)CO)O)O)N. Cell line: IGROV1. Synergy scores: CSS=9.79, Synergy_ZIP=-2.67, Synergy_Bliss=0.960, Synergy_Loewe=0.541, Synergy_HSA=0.683.